Task: Predict the reactants needed to synthesize the given product.. Dataset: Full USPTO retrosynthesis dataset with 1.9M reactions from patents (1976-2016) (1) Given the product [CH:10]([C@@H:9]1[CH2:8][N:7]([C:13]2[CH:18]=[C:17]([NH:19][CH2:20][CH2:21][C:22]3[CH:27]=[CH:26][C:25]([O:28][C:29]([F:32])([F:30])[F:31])=[CH:24][CH:23]=3)[N:16]=[C:15]([O:33][CH3:34])[N:14]=2)[CH2:6][C@H:5]1[C:3]([OH:4])=[O:2])([CH3:12])[CH3:11], predict the reactants needed to synthesize it. The reactants are: C[O:2][C:3]([C@H:5]1[C@H:9]([CH:10]([CH3:12])[CH3:11])[CH2:8][N:7]([C:13]2[CH:18]=[C:17]([NH:19][CH2:20][CH2:21][C:22]3[CH:27]=[CH:26][C:25]([O:28][C:29]([F:32])([F:31])[F:30])=[CH:24][CH:23]=3)[N:16]=[C:15]([O:33][CH3:34])[N:14]=2)[CH2:6]1)=[O:4].[OH-].[Na+].Cl. (2) Given the product [CH2:10]([O:9][CH2:7][C:24]1[CH:29]=[CH:28][CH:27]=[CH:26][CH:25]=1)[C:11]1[CH:12]=[CH:13][CH:14]=[CH:15][CH:16]=1, predict the reactants needed to synthesize it. The reactants are: O[C@H]1CN([C:7]([O:9][CH2:10][C:11]2[CH:16]=[CH:15][CH:14]=[CH:13][CH:12]=2)=O)[C@H](C(OC)=O)C1.[H-].[Na+].C(Br)[C:24]1[CH:29]=[CH:28][CH:27]=[CH:26][CH:25]=1. (3) Given the product [CH3:1][C:2]1[C:7]([CH:8]([CH2:13][C:14]2[CH:15]=[CH:16][CH:17]=[CH:18][CH:19]=2)[C:9]([OH:11])=[O:10])=[C:6]([C:20]2[CH:21]=[CH:22][C:23]([CH3:26])=[CH:24][CH:25]=2)[N:5]=[C:4]([N:27]2[CH2:28][CH2:29][CH2:30][CH2:31][CH2:32]2)[N:3]=1, predict the reactants needed to synthesize it. The reactants are: [CH3:1][C:2]1[C:7]([CH:8]([CH2:13][C:14]2[CH:19]=[CH:18][CH:17]=[CH:16][CH:15]=2)[C:9]([O:11]C)=[O:10])=[C:6]([C:20]2[CH:25]=[CH:24][C:23]([CH3:26])=[CH:22][CH:21]=2)[N:5]=[C:4]([N:27]2[CH2:32][CH2:31][CH2:30][CH2:29][CH2:28]2)[N:3]=1.[OH-].[Na+]. (4) Given the product [F:1][C:2]1[C:10]([F:11])=[CH:9][C:5]([C:6]([NH:55][C:49]([CH3:48])([CH2:52][CH2:53][CH3:54])[C:50]#[CH:51])=[O:8])=[C:4]([NH:12][CH2:13][CH:14]([CH3:16])[CH3:15])[CH:3]=1, predict the reactants needed to synthesize it. The reactants are: [F:1][C:2]1[C:10]([F:11])=[CH:9][C:5]([C:6]([OH:8])=O)=[C:4]([NH:12][CH2:13][CH:14]([CH3:16])[CH3:15])[CH:3]=1.CCN=C=NCCCN(C)C.C1C=CC2N(O)N=NC=2C=1.CCN(C(C)C)C(C)C.Cl.[CH3:48][C:49]([NH2:55])([CH2:52][CH2:53][CH3:54])[C:50]#[CH:51]. (5) Given the product [F:6][C:7]([F:18])([F:17])[C:8](=[O:9])[CH:2]=[CH:1][O:3][CH2:4][CH3:5], predict the reactants needed to synthesize it. The reactants are: [CH:1]([O:3][CH2:4][CH3:5])=[CH2:2].[F:6][C:7]([F:18])([F:17])[C:8](O[C:8](=[O:9])[C:7]([F:18])([F:17])[F:6])=[O:9].O. (6) Given the product [CH3:9][O:8][C:5]1[CH:6]=[CH:7][C:2]2[N:1]=[CH:14][N:10]([CH2:11][CH2:12][OH:13])[C:3]=2[CH:4]=1, predict the reactants needed to synthesize it. The reactants are: [NH2:1][C:2]1[CH:7]=[CH:6][C:5]([O:8][CH3:9])=[CH:4][C:3]=1[NH:10][CH2:11][CH2:12][OH:13].[CH:14](O)=O.C([O-])(O)=O.[Na+]. (7) Given the product [CH3:1][O:2][C:3]([C:5]1[CH:10]=[N:9][C:8]([N:11]2[CH2:16][CH2:15][CH2:14][CH2:13][CH2:12]2)=[C:7]([Br:17])[N:6]=1)=[O:4], predict the reactants needed to synthesize it. The reactants are: [CH3:1][O:2][C:3]([C:5]1[CH:10]=[N:9][C:8]([N:11]2[CH2:16][CH2:15][CH2:14][CH2:13][CH2:12]2)=[CH:7][N:6]=1)=[O:4].[Br:17]Br.C(Cl)Cl.O. (8) Given the product [OH:23][CH2:22][CH:18]1[CH2:19][CH2:20][CH2:21][N:16]([C:2]2[CH:9]=[CH:8][CH:7]=[CH:6][C:3]=2[CH:4]=[O:5])[CH2:17]1, predict the reactants needed to synthesize it. The reactants are: F[C:2]1[CH:9]=[CH:8][CH:7]=[CH:6][C:3]=1[CH:4]=[O:5].C(=O)([O-])[O-].[K+].[K+].[NH:16]1[CH2:21][CH2:20][CH2:19][CH:18]([CH2:22][OH:23])[CH2:17]1.O. (9) Given the product [CH3:11][C:12]1[CH:13]=[CH:14][C:15]([OH:21])=[C:16]([C:17]2[O:1][N:2]=[C:3]([C:5]3[CH:10]=[CH:9][CH:8]=[CH:7][N:6]=3)[N:4]=2)[CH:20]=1, predict the reactants needed to synthesize it. The reactants are: [OH:1][NH:2][C:3]([C:5]1[CH:10]=[CH:9][CH:8]=[CH:7][N:6]=1)=[NH:4].[CH3:11][C:12]1[CH:20]=[C:16]([C:17](O)=O)[C:15]([OH:21])=[CH:14][CH:13]=1. (10) The reactants are: [Cl:1][C:2]1[CH:7]=[CH:6][C:5]([C:8]2[CH:13]=[C:12](O)[N:11]3[N:15]=[CH:16][CH:17]=[C:10]3[N:9]=2)=[CH:4][CH:3]=1.P(Cl)(Cl)([Cl:20])=O.CN(C)C1C=CC=CC=1. Given the product [Cl:20][C:12]1[N:11]2[N:15]=[CH:16][CH:17]=[C:10]2[N:9]=[C:8]([C:5]2[CH:6]=[CH:7][C:2]([Cl:1])=[CH:3][CH:4]=2)[CH:13]=1, predict the reactants needed to synthesize it.